From a dataset of Catalyst prediction with 721,799 reactions and 888 catalyst types from USPTO. Predict which catalyst facilitates the given reaction. Reactant: [Si:1]([O:18][CH2:19][CH2:20][C:21]([NH2:23])=[NH:22])([C:14]([CH3:17])([CH3:16])[CH3:15])([C:8]1[CH:13]=[CH:12][CH:11]=[CH:10][CH:9]=1)[C:2]1[CH:7]=[CH:6][CH:5]=[CH:4][CH:3]=1.CN([CH:27]=[C:28]1[C:33](=[O:34])[CH2:32][CH2:31][CH2:30][C:29]1=O)C. Product: [Si:1]([O:18][CH2:19][CH2:20][C:21]1[N:23]=[CH:27][C:28]2[C:33](=[O:34])[CH2:32][CH2:31][CH2:30][C:29]=2[N:22]=1)([C:14]([CH3:17])([CH3:15])[CH3:16])([C:8]1[CH:13]=[CH:12][CH:11]=[CH:10][CH:9]=1)[C:2]1[CH:3]=[CH:4][CH:5]=[CH:6][CH:7]=1. The catalyst class is: 14.